This data is from CYP1A2 inhibition data for predicting drug metabolism from PubChem BioAssay. The task is: Regression/Classification. Given a drug SMILES string, predict its absorption, distribution, metabolism, or excretion properties. Task type varies by dataset: regression for continuous measurements (e.g., permeability, clearance, half-life) or binary classification for categorical outcomes (e.g., BBB penetration, CYP inhibition). Dataset: cyp1a2_veith. The compound is COc1cc(CNCc2cccs2)ccc1OCC(=O)NC(C)(C)C.Cl. The result is 1 (inhibitor).